Dataset: Full USPTO retrosynthesis dataset with 1.9M reactions from patents (1976-2016). Task: Predict the reactants needed to synthesize the given product. (1) Given the product [S:1]1[CH:5]=[C:4]([CH2:6][NH:7][S:15]([NH2:16])(=[O:18])=[O:17])[C:3]2[CH:19]=[CH:20][CH:21]=[CH:22][C:2]1=2, predict the reactants needed to synthesize it. The reactants are: [S:1]1[CH:5]=[C:4]([CH2:6][N:7]([S:15](=[O:18])(=[O:17])[NH2:16])C(=O)OC(C)(C)C)[C:3]2[CH:19]=[CH:20][CH:21]=[CH:22][C:2]1=2.Cl. (2) Given the product [C:17]([C:8]1[C:7]([CH3:6])=[C:11]([CH3:12])[S:10][C:9]=1[NH:13][C:14](=[O:16])[CH3:15])(=[O:24])[C:18]1[CH:23]=[CH:22][CH:21]=[CH:20][CH:19]=1, predict the reactants needed to synthesize it. The reactants are: [Sn](Cl)(Cl)(Cl)Cl.[CH3:6][C:7]1[CH:8]=[C:9]([NH:13][C:14](=[O:16])[CH3:15])[S:10][C:11]=1[CH3:12].[C:17](Cl)(=[O:24])[C:18]1[CH:23]=[CH:22][CH:21]=[CH:20][CH:19]=1. (3) Given the product [Cl:29][C:22]1[CH:23]=[C:18]([C:9]2[C:10]3[C:5](=[CH:4][C:3]([O:2][CH3:1])=[C:12]4[O:13][C:14]([CH3:16])([CH3:17])[CH2:15][C:11]4=3)[CH2:6][C:7]([CH3:25])([CH3:26])[N:8]=2)[CH:19]=[CH:20][N:21]=1, predict the reactants needed to synthesize it. The reactants are: [CH3:1][O:2][C:3]1[CH:4]=[C:5]2[C:10](=[C:11]3[CH2:15][C:14]([CH3:17])([CH3:16])[O:13][C:12]=13)[C:9]([C:18]1[CH:23]=[CH:22][N+:21]([O-])=[CH:20][CH:19]=1)=[N:8][C:7]([CH3:26])([CH3:25])[CH2:6]2.P(Cl)(Cl)([Cl:29])=O.[OH-].[Na+]. (4) Given the product [CH2:9]1[C:7]2([CH2:10][CH2:11][CH2:12][CH2:13][C:5]([CH2:3][OH:2])=[CH:6]2)[CH2:8]1, predict the reactants needed to synthesize it. The reactants are: C[O:2][C:3]([CH:5]1[CH2:13][CH2:12][CH2:11][CH2:10][C:7]2([CH2:9][CH2:8]2)[CH:6]1OC(=O)C)=O.N12CCCN=C1CCCCC2.O.Cl. (5) Given the product [Cl:25][C:22]1[CH:21]=[N:20][C:18]2=[N:19][C:14]([N:12]3[CH2:11][CH:10]([N:2]([CH3:1])[C:3](=[O:9])[O:4][C:5]([CH3:8])([CH3:6])[CH3:7])[CH2:13]3)=[C:15]([NH:28][NH2:29])[N:16]=[C:17]2[C:23]=1[Cl:24], predict the reactants needed to synthesize it. The reactants are: [CH3:1][N:2]([CH:10]1[CH2:13][N:12]([C:14]2[N:19]=[C:18]3[N:20]=[CH:21][C:22]([Cl:25])=[C:23]([Cl:24])[C:17]3=[N:16][C:15]=2Cl)[CH2:11]1)[C:3](=[O:9])[O:4][C:5]([CH3:8])([CH3:7])[CH3:6].O.[NH2:28][NH2:29]. (6) Given the product [Cl:1][C:2]1[CH:7]=[CH:6][C:5]([N:8]2[C:12]([C:18]3[CH:19]=[C:20]([CH2:22][O:23][C@H:24]([CH3:29])[C:25]([F:28])([F:27])[F:26])[CH:21]=[C:16]([F:15])[CH:17]=3)=[CH:11][C:10]([NH2:14])=[N:9]2)=[CH:4][CH:3]=1, predict the reactants needed to synthesize it. The reactants are: [Cl:1][C:2]1[CH:7]=[CH:6][C:5]([N:8]2[C:12](I)=[CH:11][C:10]([NH2:14])=[N:9]2)=[CH:4][CH:3]=1.[F:15][C:16]1[CH:17]=[C:18](B2OC(C)(C)C(C)(C)O2)[CH:19]=[C:20]([CH2:22][O:23][C@H:24]([CH3:29])[C:25]([F:28])([F:27])[F:26])[CH:21]=1.C(=O)([O-])[O-].[Na+].[Na+].C1(P(C2CCCCC2)C2CCCCC2)CCCCC1. (7) The reactants are: CC1(C)[O:9][C:8](=[O:10])[C:5]2([CH2:7][CH2:6]2)[C:4](=[O:11])O1.[NH2:13][C:14]1[C:15]([CH3:20])=[CH:16][CH:17]=[CH:18][CH:19]=1. Given the product [O:11]=[C:4]1[CH:5]([C:8]([OH:9])=[O:10])[CH2:7][CH2:6][N:13]1[C:14]1[CH:19]=[CH:18][CH:17]=[CH:16][C:15]=1[CH3:20], predict the reactants needed to synthesize it.